Dataset: Full USPTO retrosynthesis dataset with 1.9M reactions from patents (1976-2016). Task: Predict the reactants needed to synthesize the given product. (1) Given the product [CH2:9]([C:8]1[C:7]([OH:11])=[CH:6][C:5]([CH:13]=[CH:14][C:15]2[CH:20]=[CH:19][CH:18]=[CH:17][CH:16]=2)=[CH:4][C:3]=1[OH:2])[CH3:10], predict the reactants needed to synthesize it. The reactants are: C[O:2][C:3]1[CH:4]=[C:5]([CH:13]=[CH:14][C:15]2[CH:20]=[CH:19][CH:18]=[CH:17][CH:16]=2)[CH:6]=[C:7]([O:11]C)[C:8]=1[CH2:9][CH3:10].B(Br)(Br)Br. (2) Given the product [C:1]([O:5][C:6]([N:8]1[CH2:9][CH2:10][CH:11]([N:14]2[CH:30]=[C:29]([CH2:28][O:27][C:24]3[CH:25]=[CH:26][C:21]([S:18]([CH3:17])(=[O:19])=[O:20])=[CH:22][CH:23]=3)[N:16]=[N:15]2)[CH2:12][CH2:13]1)=[O:7])([CH3:4])([CH3:2])[CH3:3], predict the reactants needed to synthesize it. The reactants are: [C:1]([O:5][C:6]([N:8]1[CH2:13][CH2:12][CH:11]([N:14]=[N+:15]=[N-:16])[CH2:10][CH2:9]1)=[O:7])([CH3:4])([CH3:3])[CH3:2].[CH3:17][S:18]([C:21]1[CH:26]=[CH:25][C:24]([O:27][CH2:28][C:29]#[CH:30])=[CH:23][CH:22]=1)(=[O:20])=[O:19].O=C1O[C@H]([C@H](CO)O)C([O-])=C1O.[Na+]. (3) Given the product [O:10]=[CH:2][C@@H:3]([C@H:5]([C@@H:7]([C@@H:9]([CH2:11][OH:12])[OH:14])[OH:8])[OH:6])[OH:4], predict the reactants needed to synthesize it. The reactants are: S[C@@H:2]1[O:10][C@H:9]([CH2:11][OH:12])[C@@H:7]([OH:8])[C@H:5]([OH:6])[C@H:3]1[OH:4].C([O-])([O-])=[O:14].[K+].[K+]. (4) Given the product [CH3:14][C:12]1[CH:11]=[N:10][C:9]2[NH:15][C:16]3[C:21]([C:8]=2[CH:13]=1)=[CH:20][CH:19]=[CH:18][CH:17]=3, predict the reactants needed to synthesize it. The reactants are: CN(C)C(=O)C.Br[C:8]1[C:9]([NH:15][C:16]2[CH:21]=[CH:20][CH:19]=[CH:18][CH:17]=2)=[N:10][CH:11]=[C:12]([CH3:14])[CH:13]=1.C1CCN2C(=NCCC2)CC1. (5) Given the product [CH3:14][C:11]1[CH:10]=[CH:9][C:8]([O:1][C:2]2[CH:3]=[CH:4][CH:5]=[CH:6][CH:7]=2)=[CH:13][N+:12]=1[O-:23], predict the reactants needed to synthesize it. The reactants are: [O:1]([C:8]1[CH:9]=[CH:10][C:11]([CH3:14])=[N:12][CH:13]=1)[C:2]1[CH:7]=[CH:6][CH:5]=[CH:4][CH:3]=1.C1C=C(Cl)C=C(C(OO)=[O:23])C=1.S(S([O-])=O)([O-])(=O)=O.[Na+].[Na+].